This data is from Full USPTO retrosynthesis dataset with 1.9M reactions from patents (1976-2016). The task is: Predict the reactants needed to synthesize the given product. (1) The reactants are: Cl.[Br:2][C:3]1[CH:4]=[C:5]([CH:8]=[CH:9][CH:10]=1)[CH2:6][NH2:7].[C:11]([O:15][C:16](O[C:16]([O:15][C:11]([CH3:14])([CH3:13])[CH3:12])=[O:17])=[O:17])([CH3:14])([CH3:13])[CH3:12].C(N(CC)CC)C. Given the product [Br:2][C:3]1[CH:4]=[C:5]([CH:8]=[CH:9][CH:10]=1)[CH2:6][NH:7][C:16](=[O:17])[O:15][C:11]([CH3:14])([CH3:13])[CH3:12], predict the reactants needed to synthesize it. (2) Given the product [F:16][C:17]([F:24])([F:23])[CH:18]1[CH2:22][CH2:21][CH2:20][N:19]1[C:2]1[CH:3]=[CH:4][C:5]2[N:6]([C:8]([C:11]([O:13][CH2:14][CH3:15])=[O:12])=[CH:9][N:10]=2)[N:7]=1, predict the reactants needed to synthesize it. The reactants are: Cl[C:2]1[CH:3]=[CH:4][C:5]2[N:6]([C:8]([C:11]([O:13][CH2:14][CH3:15])=[O:12])=[CH:9][N:10]=2)[N:7]=1.[F:16][C:17]([F:24])([F:23])[CH:18]1[CH2:22][CH2:21][CH2:20][NH:19]1. (3) Given the product [C:12]([O:11][C:9](=[O:10])[NH:23][CH2:22][CH:19]1[CH2:20][CH2:21][CH:16]([CH2:24][NH:25][C:9]([O:11][C:12]([CH3:15])([CH3:14])[CH3:13])=[O:10])[CH2:17][CH2:18]1)([CH3:13])([CH3:14])[CH3:15], predict the reactants needed to synthesize it. The reactants are: [C:9](O[C:9]([O:11][C:12]([CH3:15])([CH3:14])[CH3:13])=[O:10])([O:11][C:12]([CH3:15])([CH3:14])[CH3:13])=[O:10].[CH:16]1([CH2:24][NH2:25])[CH2:21][CH2:20][CH:19]([CH2:22][NH2:23])[CH2:18][CH2:17]1.